Task: Predict which catalyst facilitates the given reaction.. Dataset: Catalyst prediction with 721,799 reactions and 888 catalyst types from USPTO (1) Reactant: [CH3:1][C:2]1[O:6][C:5]([C:7]2[CH:12]=[CH:11][CH:10]=[CH:9][CH:8]=2)=[N:4][C:3]=1[CH2:13][O:14][C:15]1[CH:33]=[CH:32][C:18]2[C:19]([C:26]3[CH:31]=[CH:30][CH:29]=[CH:28][CH:27]=3)=[C:20]([C:22](OC)=[O:23])[O:21][C:17]=2[CH:16]=1.O1CCCC1.[H-].C([Al+]CC(C)C)C(C)C.O.O.O.O.O.O.O.O.O.O.S([O-])([O-])(=O)=O.[Na+].[Na+]. Product: [CH3:1][C:2]1[O:6][C:5]([C:7]2[CH:8]=[CH:9][CH:10]=[CH:11][CH:12]=2)=[N:4][C:3]=1[CH2:13][O:14][C:15]1[CH:33]=[CH:32][C:18]2[C:19]([C:26]3[CH:31]=[CH:30][CH:29]=[CH:28][CH:27]=3)=[C:20]([CH2:22][OH:23])[O:21][C:17]=2[CH:16]=1. The catalyst class is: 13. (2) Reactant: [CH3:1][O:2][C:3](=[O:18])[C@@H:4]([NH:7]C(OCC1C=CC=CC=1)=O)[CH:5]=[CH2:6].S(Cl)([Cl:21])=O. Product: [ClH:21].[CH3:1][O:2][C:3](=[O:18])[C@@H:4]([NH2:7])[CH:5]=[CH2:6]. The catalyst class is: 5. (3) Reactant: N(C(OC(C)C)=O)=NC(OC(C)C)=O.C1(C)C=CC=CC=1.[C:22]([NH:30][C:31]1[CH:40]=[C:39]([OH:41])[CH:38]=[CH:37][C:32]=1[C:33]([O:35][CH3:36])=[O:34])(=[O:29])[C:23]1[CH:28]=[CH:27][CH:26]=[CH:25][CH:24]=1.[C:42]1([CH2:48][CH2:49][CH2:50]O)[CH:47]=[CH:46][CH:45]=[CH:44][CH:43]=1.C1(P(C2C=CC=CC=2)C2C=CC=CC=2)C=CC=CC=1. Product: [C:22]([NH:30][C:31]1[CH:40]=[C:39]([O:41][CH2:50][CH2:49][CH2:48][C:42]2[CH:47]=[CH:46][CH:45]=[CH:44][CH:43]=2)[CH:38]=[CH:37][C:32]=1[C:33]([O:35][CH3:36])=[O:34])(=[O:29])[C:23]1[CH:24]=[CH:25][CH:26]=[CH:27][CH:28]=1. The catalyst class is: 7. (4) Reactant: [N:1]1[CH:6]=[CH:5][CH:4]=[C:3]([CH2:7][C:8]2[CH:9]=[N:10][CH:11]=[CH:12][CH:13]=2)[CH:2]=1.[Li+].CC([N-]C(C)C)C.[Br:22][C:23]1[CH:28]=[CH:27][CH:26]=[C:25]([C:29](OC)=[O:30])[N:24]=1. Product: [Br:22][C:23]1[N:24]=[C:25]([C:29](=[O:30])[CH:7]([C:8]2[CH:9]=[N:10][CH:11]=[CH:12][CH:13]=2)[C:3]2[CH:2]=[N:1][CH:6]=[CH:5][CH:4]=2)[CH:26]=[CH:27][CH:28]=1. The catalyst class is: 1. (5) Reactant: [Cl:1][C:2]1[CH:3]=[CH:4][C:5]([N:10]2[CH2:20][CH2:19][C:13]3[N:14]=[CH:15][N:16]=[C:17](Cl)[C:12]=3[CH2:11]2)=[C:6]([CH:9]=1)[C:7]#[N:8].[Si:21]([O:28][CH2:29][C@H:30]([C:32]1[CH:33]=[N:34][C:35]([CH3:38])=[N:36][CH:37]=1)[NH2:31])([C:24]([CH3:27])([CH3:26])[CH3:25])([CH3:23])[CH3:22].C(N(CC)C(C)C)(C)C. Product: [Si:21]([O:28][CH2:29][C@@H:30]([NH:31][C:17]1[C:12]2[CH2:11][N:10]([C:5]3[CH:4]=[CH:3][C:2]([Cl:1])=[CH:9][C:6]=3[C:7]#[N:8])[CH2:20][CH2:19][C:13]=2[N:14]=[CH:15][N:16]=1)[C:32]1[CH:37]=[N:36][C:35]([CH3:38])=[N:34][CH:33]=1)([C:24]([CH3:27])([CH3:26])[CH3:25])([CH3:23])[CH3:22]. The catalyst class is: 10. (6) Reactant: [C:1]([C:3]1[CH:8]=[CH:7][C:6]([OH:9])=[CH:5][N:4]=1)#[N:2].[CH3:10]N(C=O)C.C([O-])([O-])=O.[K+].[K+]. Product: [C:1]([C:3]1[CH:8]=[CH:7][C:6]([O:9][CH3:10])=[CH:5][N:4]=1)#[N:2]. The catalyst class is: 6. (7) The catalyst class is: 20. Reactant: C(C1C(=O)C(Cl)=C(Cl)C(=[O:6])C=1C#N)#N.[NH:15]1[C:23]2[C:18](=[CH:19][CH:20]=[CH:21][CH:22]=2)[C:17]([CH2:24][C:25]2[S:40][C:28]3[N:29]([CH2:36][CH:37]([CH3:39])[CH3:38])[C:30](=[O:35])[N:31]([CH3:34])[C:32](=[O:33])[C:27]=3[C:26]=2[C:41]([N:43]([O:45][CH3:46])[CH3:44])=[O:42])=[CH:16]1. Product: [NH:15]1[C:23]2[C:18](=[CH:19][CH:20]=[CH:21][CH:22]=2)[C:17]([C:24]([C:25]2[S:40][C:28]3[N:29]([CH2:36][CH:37]([CH3:39])[CH3:38])[C:30](=[O:35])[N:31]([CH3:34])[C:32](=[O:33])[C:27]=3[C:26]=2[C:41]([N:43]([O:45][CH3:46])[CH3:44])=[O:42])=[O:6])=[CH:16]1. (8) Reactant: [CH3:1][C:2]1([CH3:15])[CH2:10][C:9]2[C:4](=[C:5]([OH:13])[CH:6]=[CH:7][C:8]=2[O:11][CH3:12])[C:3]1=O.CS(O)(=O)=O.C([SiH](CC)CC)C. Product: [CH3:1][C:2]1([CH3:15])[CH2:10][C:9]2[C:4](=[C:5]([OH:13])[CH:6]=[CH:7][C:8]=2[O:11][CH3:12])[CH2:3]1. The catalyst class is: 4.